From a dataset of NCI-60 drug combinations with 297,098 pairs across 59 cell lines. Regression. Given two drug SMILES strings and cell line genomic features, predict the synergy score measuring deviation from expected non-interaction effect. Drug 1: CN(CCCl)CCCl.Cl. Drug 2: CCN(CC)CCCC(C)NC1=C2C=C(C=CC2=NC3=C1C=CC(=C3)Cl)OC. Cell line: RXF 393. Synergy scores: CSS=9.93, Synergy_ZIP=-4.77, Synergy_Bliss=-1.86, Synergy_Loewe=-1.23, Synergy_HSA=-1.49.